From a dataset of Forward reaction prediction with 1.9M reactions from USPTO patents (1976-2016). Predict the product of the given reaction. (1) Given the reactants [NH2:1][CH2:2][C:3]([CH3:6])([OH:5])[CH3:4].C[O:8][C:9]([C:11]1[C:15]([NH:16][C:17]([C:19]2[C:24]([NH:25][C:26]3[CH:27]=[N:28][CH:29]=[N:30][CH:31]=3)=[CH:23][CH:22]=[C:21]([CH:32]3[CH2:34][CH2:33]3)[N:20]=2)=[O:18])=[CH:14][N:13]([CH3:35])[N:12]=1)=O, predict the reaction product. The product is: [OH:5][C:3]([CH3:6])([CH3:4])[CH2:2][NH:1][C:9]([C:11]1[C:15]([NH:16][C:17]([C:19]2[C:24]([NH:25][C:26]3[CH:27]=[N:28][CH:29]=[N:30][CH:31]=3)=[CH:23][CH:22]=[C:21]([CH:32]3[CH2:34][CH2:33]3)[N:20]=2)=[O:18])=[CH:14][N:13]([CH3:35])[N:12]=1)=[O:8]. (2) Given the reactants Br[C:2]1[CH:3]=[CH:4][C:5]([Cl:13])=[C:6]([CH:12]=1)[C:7]([O:9][CH2:10][CH3:11])=[O:8].[CH:14]1([C:17]#[CH:18])[CH2:16][CH2:15]1.C(N(CC)CC)C, predict the reaction product. The product is: [Cl:13][C:5]1[CH:4]=[CH:3][C:2]([C:18]#[C:17][CH:14]2[CH2:16][CH2:15]2)=[CH:12][C:6]=1[C:7]([O:9][CH2:10][CH3:11])=[O:8]. (3) The product is: [Br:9][CH2:1][C:2]1[CH:7]=[CH:6][CH:5]=[C:4]([F:8])[N:3]=1. Given the reactants [CH3:1][C:2]1[CH:7]=[CH:6][CH:5]=[C:4]([F:8])[N:3]=1.[Br:9]N1C(=O)CCC1=O, predict the reaction product.